From a dataset of TCR-epitope binding with 47,182 pairs between 192 epitopes and 23,139 TCRs. Binary Classification. Given a T-cell receptor sequence (or CDR3 region) and an epitope sequence, predict whether binding occurs between them. The epitope is GTITVEELK. The TCR CDR3 sequence is CASSHMGTEAFF. Result: 0 (the TCR does not bind to the epitope).